This data is from Forward reaction prediction with 1.9M reactions from USPTO patents (1976-2016). The task is: Predict the product of the given reaction. Given the reactants [CH3:1][O:2][C:3]1[CH:11]=[C:10]2[C:6]([C:7]([S:12][C:13]#N)=[CH:8][NH:9]2)=[CH:5][CH:4]=1.CI.[OH-].[K+], predict the reaction product. The product is: [CH3:1][O:2][C:3]1[CH:11]=[C:10]2[C:6]([C:7]([S:12][CH3:13])=[CH:8][NH:9]2)=[CH:5][CH:4]=1.